From a dataset of Reaction yield outcomes from USPTO patents with 853,638 reactions. Predict the reaction yield, written as a fraction of the theoretical maximum amount of product (1.0 means a 100% yield; for example, 0.34 means a 34% yield). (1) The reactants are [CH2:1]1[C:6]2([CH2:11][CH2:10][CH2:9][CH2:8][CH2:7]2)[CH2:5][CH2:4][NH:3][CH2:2]1.[CH:12]1([CH:15]=O)[CH2:14][CH2:13]1.[BH-](OC(C)=O)(OC(C)=O)OC(C)=O.[Na+].CC(O)=O. The catalyst is ClC(Cl)C. The product is [CH:12]1([CH2:15][N:3]2[CH2:4][CH2:5][C:6]3([CH2:11][CH2:10][CH2:9][CH2:8][CH2:7]3)[CH2:1][CH2:2]2)[CH2:14][CH2:13]1. The yield is 0.800. (2) The reactants are [C:1]([O:5][C:6](=[O:19])[C:7]1[CH:15]=[CH:14][C:10]([C:11]([OH:13])=O)=[CH:9][C:8]=1[N+:16]([O-:18])=[O:17])([CH3:4])([CH3:3])[CH3:2].O[N:21]1[C:25]2C=[CH:27][CH:28]=[CH:29][C:24]=2N=N1.CCN=C=NCCCN(C)C.N1CCCCC1. The catalyst is C(Cl)Cl. The product is [C:1]([O:5][C:6](=[O:19])[C:7]1[CH:15]=[CH:14][C:10]([C:11]([N:21]2[CH2:27][CH2:28][CH2:29][CH2:24][CH2:25]2)=[O:13])=[CH:9][C:8]=1[N+:16]([O-:18])=[O:17])([CH3:2])([CH3:3])[CH3:4]. The yield is 1.00. (3) The reactants are [F:1][C:2]1[CH:3]=[CH:4][C:5]([CH:8]=O)=[N:6][CH:7]=1.Cl.[NH2:11][OH:12].[OH-].[Na+].Cl. The catalyst is C(O)C.O. The product is [F:1][C:2]1[CH:3]=[CH:4][C:5]([CH:8]=[N:11][OH:12])=[N:6][CH:7]=1. The yield is 0.790. (4) The reactants are [CH3:1][C:2]1[O:3][C:4]2[C:5](=[C:7]([OH:11])[CH:8]=[CH:9][CH:10]=2)[CH:6]=1.[O:12]1[CH2:14][C@H:13]1[CH2:15]OS(C1C=CC=C([N+]([O-])=O)C=1)(=O)=O.C([O-])([O-])=O.[Cs+].[Cs+]. The catalyst is CN(C=O)C. The product is [CH3:1][C:2]1[O:3][C:4]2[CH:10]=[CH:9][CH:8]=[C:7]([O:11][CH2:15][C@@H:13]3[CH2:14][O:12]3)[C:5]=2[CH:6]=1. The yield is 0.780. (5) The reactants are [CH3:1][O:2][C:3]1[CH:8]=[CH:7][CH:6]=[C:5]([O:9][CH3:10])[C:4]=1[C:11]1[C:19]2[C:14](=[N:15][CH:16]=[C:17]([C:20]3[CH:21]=[C:22]([C:26]([N:28]4[CH2:33][CH2:32][N:31]([CH2:34][CH2:35][N:36]([CH3:38])[CH3:37])[CH2:30][CH2:29]4)=[O:27])[CH:23]=[CH:24][CH:25]=3)[CH:18]=2)[N:13](COCC[Si](C)(C)C)[N:12]=1.[OH-].[Na+]. The catalyst is Cl(O)(=O)(=O)=O.C(O)(=O)C. The product is [CH3:10][O:9][C:5]1[CH:6]=[CH:7][CH:8]=[C:3]([O:2][CH3:1])[C:4]=1[C:11]1[C:19]2[C:14](=[N:15][CH:16]=[C:17]([C:20]3[CH:21]=[C:22]([C:26]([N:28]4[CH2:29][CH2:30][N:31]([CH2:34][CH2:35][N:36]([CH3:38])[CH3:37])[CH2:32][CH2:33]4)=[O:27])[CH:23]=[CH:24][CH:25]=3)[CH:18]=2)[NH:13][N:12]=1. The yield is 0.560.